From a dataset of Retrosynthesis with 50K atom-mapped reactions and 10 reaction types from USPTO. Predict the reactants needed to synthesize the given product. (1) Given the product Cc1ccc(S(=O)(=O)n2ncc3c(C(=O)NNC(=O)CN4C[C@H](C)O[C@H](C)C4)cc(Br)cc32)cc1, predict the reactants needed to synthesize it. The reactants are: C[C@H]1CN(CC(=O)NN)C[C@@H](C)O1.Cc1ccc(S(=O)(=O)n2ncc3c(C(=O)O)cc(Br)cc32)cc1. (2) Given the product Cc1cc(C#N)cc(C)c1Oc1cc(N)nc(Nc2ccc(C#N)cc2)n1, predict the reactants needed to synthesize it. The reactants are: Cc1cc(C#N)cc(C)c1Oc1cc(Cl)nc(Nc2ccc(C#N)cc2)n1.N. (3) Given the product COC(=O)c1cc(NC(=O)OC(C)(C)C)n[nH]1, predict the reactants needed to synthesize it. The reactants are: CC(C)(C)OC(=O)OC(=O)OC(C)(C)C.COC(=O)c1cc(N)n[nH]1.